From a dataset of Peptide-MHC class I binding affinity with 185,985 pairs from IEDB/IMGT. Regression. Given a peptide amino acid sequence and an MHC pseudo amino acid sequence, predict their binding affinity value. This is MHC class I binding data. The peptide sequence is RMRGAHTNDV. The MHC is HLA-A02:01 with pseudo-sequence HLA-A02:01. The binding affinity (normalized) is 0.0494.